This data is from Retrosynthesis with 50K atom-mapped reactions and 10 reaction types from USPTO. The task is: Predict the reactants needed to synthesize the given product. (1) Given the product Cc1cc(-c2ccccc2)nc(N2CCN(c3ccc(O)cc3)CC2)c1C#N, predict the reactants needed to synthesize it. The reactants are: Cc1cc(-c2ccccc2)nc(Cl)c1C#N.Oc1ccc(N2CCNCC2)cc1. (2) The reactants are: CCc1c[nH]c(C2Cc3ccccc3N2C(C)=O)n1. Given the product CCc1c[nH]c(C2Cc3ccccc3N2)n1, predict the reactants needed to synthesize it. (3) Given the product CCOC(=O)c1cn2c(cc1=O)-c1cc(OC)c(O)cc1CC2C, predict the reactants needed to synthesize it. The reactants are: CCOC(=O)c1cn2c(cc1=O)-c1cc(OC)c(OCc3ccccc3)cc1CC2C. (4) Given the product CC(C)(C)OC(=O)N1CCC(C(=O)NC2CC2)CC1, predict the reactants needed to synthesize it. The reactants are: CC(C)(C)OC(=O)N1CCC(C(=O)O)CC1.NC1CC1. (5) Given the product O=C(O)c1ccc(-c2ccc(OCCCCCCO)cc2)cc1, predict the reactants needed to synthesize it. The reactants are: O=C(O)c1ccc(-c2ccc(O)cc2)cc1.OCCCCCCBr. (6) Given the product COc1c(C(C)(C)C)cc(COc2ccc(C=O)cc2)cc1C(C)(C)C, predict the reactants needed to synthesize it. The reactants are: COc1c(C(C)(C)C)cc(CBr)cc1C(C)(C)C.O=Cc1ccc(O)cc1. (7) Given the product CC(C)NC[C@@H](Cc1ccccc1)Nc1nccc(N(C)c2ccnc(-c3ccccc3)n2)n1, predict the reactants needed to synthesize it. The reactants are: CC(=O)O[BH-](OC(C)=O)OC(C)=O.CN(c1ccnc(N[C@@H](CN)Cc2ccccc2)n1)c1ccnc(-c2ccccc2)n1. (8) Given the product CC1(C)OCC2OC2CO1, predict the reactants needed to synthesize it. The reactants are: CC1(C)OCC=CCO1.OO. (9) Given the product CNC(=O)C(C)(O)c1ccc(C(=O)Nc2cc(-c3cccs3)ccc2N)cc1, predict the reactants needed to synthesize it. The reactants are: CNC(=O)C(C)(O)c1ccc(C(=O)Nc2cc(-c3cccs3)ccc2NC(=O)OC(C)(C)C)cc1.